From a dataset of Forward reaction prediction with 1.9M reactions from USPTO patents (1976-2016). Predict the product of the given reaction. (1) Given the reactants Cl[C:2]1[N:3]=[C:4]2[C:9](=[CH:10][CH:11]=1)[N:8]=[CH:7][C:6]([C:12]([CH:14]1[CH2:17][CH2:16][CH2:15]1)=[O:13])=[C:5]2[NH:18][CH:19]1[CH2:24][CH2:23][CH:22]([CH2:25][N:26]([CH3:28])[CH3:27])[CH2:21][CH2:20]1.[Cl:29][C:30]1[CH:35]=[C:34](B2OC(C)(C)C(C)(C)O2)[CH:33]=[C:32]([F:45])[C:31]=1[OH:46], predict the reaction product. The product is: [Cl:29][C:30]1[CH:35]=[C:34]([C:2]2[N:3]=[C:4]3[C:9](=[CH:10][CH:11]=2)[N:8]=[CH:7][C:6]([C:12]([CH:14]2[CH2:15][CH2:16][CH2:17]2)=[O:13])=[C:5]3[NH:18][CH:19]2[CH2:20][CH2:21][CH:22]([CH2:25][N:26]([CH3:27])[CH3:28])[CH2:23][CH2:24]2)[CH:33]=[C:32]([F:45])[C:31]=1[OH:46]. (2) Given the reactants [Cl:1][C:2]1[CH:7]=[CH:6][CH:5]=[CH:4][C:3]=1[S:8]([CH:11]1[CH2:15][CH2:14][CH:13]([C:16]([OH:18])=O)[CH2:12]1)(=[O:10])=[O:9].CCN(C(C)C)C(C)C.CN(C(O[N:36]1N=[N:43][C:38]2C=CC=N[C:37]1=2)=[N+](C)C)C.F[P-](F)(F)(F)(F)F.Cl.NCC#N, predict the reaction product. The product is: [C:37]([CH2:38][NH:43][C:16]([CH:13]1[CH2:14][CH2:15][CH:11]([S:8]([C:3]2[CH:4]=[CH:5][CH:6]=[CH:7][C:2]=2[Cl:1])(=[O:9])=[O:10])[CH2:12]1)=[O:18])#[N:36].